From a dataset of CYP2C19 inhibition data for predicting drug metabolism from PubChem BioAssay. Regression/Classification. Given a drug SMILES string, predict its absorption, distribution, metabolism, or excretion properties. Task type varies by dataset: regression for continuous measurements (e.g., permeability, clearance, half-life) or binary classification for categorical outcomes (e.g., BBB penetration, CYP inhibition). Dataset: cyp2c19_veith. (1) The drug is CCOC(=O)C(C)(C)[C@H](O)C(C)C. The result is 0 (non-inhibitor). (2) The result is 1 (inhibitor). The drug is CC(C)NC(=O)C(C)n1cccc1C(=O)c1ccccc1. (3) The compound is COCCCn1c(N)c(C(=O)Nc2sc3c(c2C(=O)OC)CCCC3)c2nc3ccccc3nc21. The result is 1 (inhibitor). (4) The molecule is O=C(O)c1cccc(C(=O)O)c1S(=O)Cc1ccccc1. The result is 0 (non-inhibitor). (5) The drug is Cc1ccccc1Cn1cc(NC(=O)CSc2nc3c(c(C(F)(F)F)n2)CCc2ccccc2-3)cn1. The result is 1 (inhibitor). (6) The molecule is Cc1nn(CC(=O)NCc2ccccc2)c(C)c1[N+](=O)[O-]. The result is 0 (non-inhibitor). (7) The molecule is C[C@@H](C(=O)Nc1ccc2ccccc2c1)[C@@H]1C[C@@]1(C)[C@@H](NS(=O)(=O)c1ccc2ccccc2c1)c1ccccc1. The result is 0 (non-inhibitor).